This data is from Full USPTO retrosynthesis dataset with 1.9M reactions from patents (1976-2016). The task is: Predict the reactants needed to synthesize the given product. (1) Given the product [Cl:1][C:2]1[N:3]([C:12]2[C:13](=[O:23])[N:14]([CH3:22])[N:15]=[C:16]([S:20]([CH3:21])=[O:32])[C:17]=2[O:18][CH3:19])[C:4]2[C:9]([C:10]=1[Cl:11])=[CH:8][CH:7]=[CH:6][CH:5]=2, predict the reactants needed to synthesize it. The reactants are: [Cl:1][C:2]1[N:3]([C:12]2[C:13](=[O:23])[N:14]([CH3:22])[N:15]=[C:16]([S:20][CH3:21])[C:17]=2[O:18][CH3:19])[C:4]2[C:9]([C:10]=1[Cl:11])=[CH:8][CH:7]=[CH:6][CH:5]=2.C1C=C(Cl)C=C(C(OO)=[O:32])C=1.C(=O)(O)[O-].[Na+].S([O-])([O-])(=O)=S.[Na+].[Na+]. (2) The reactants are: N#N.[NH:3]1[CH2:7][CH2:6][CH2:5][CH2:4]1.O=[C:9]([CH3:21])[CH2:10][CH2:11][CH2:12][NH:13][C:14](=[O:20])[O:15][C:16]([CH3:19])([CH3:18])[CH3:17].[BH-](OC(C)=O)(OC(C)=O)OC(C)=O.[Na+].C([O-])(O)=O.[Na+]. Given the product [C:16]([O:15][C:14]([NH:13][CH2:12][CH2:11][CH2:10][CH:9]([N:3]1[CH2:7][CH2:6][CH2:5][CH2:4]1)[CH3:21])=[O:20])([CH3:19])([CH3:18])[CH3:17], predict the reactants needed to synthesize it.